This data is from NCI-60 drug combinations with 297,098 pairs across 59 cell lines. The task is: Regression. Given two drug SMILES strings and cell line genomic features, predict the synergy score measuring deviation from expected non-interaction effect. (1) Drug 1: C1=NC2=C(N1)C(=S)N=CN2. Drug 2: CCCCCOC(=O)NC1=NC(=O)N(C=C1F)C2C(C(C(O2)C)O)O. Cell line: NCI-H226. Synergy scores: CSS=4.92, Synergy_ZIP=2.27, Synergy_Bliss=-1.49, Synergy_Loewe=0.235, Synergy_HSA=0.462. (2) Drug 1: C1=CN(C(=O)N=C1N)C2C(C(C(O2)CO)O)O.Cl. Drug 2: C1=NC(=NC(=O)N1C2C(C(C(O2)CO)O)O)N. Cell line: PC-3. Synergy scores: CSS=12.1, Synergy_ZIP=-5.07, Synergy_Bliss=1.74, Synergy_Loewe=0.583, Synergy_HSA=1.96. (3) Drug 1: C1CN1C2=NC(=NC(=N2)N3CC3)N4CC4. Drug 2: COCCOC1=C(C=C2C(=C1)C(=NC=N2)NC3=CC=CC(=C3)C#C)OCCOC.Cl. Cell line: U251. Synergy scores: CSS=16.7, Synergy_ZIP=-2.62, Synergy_Bliss=-8.19, Synergy_Loewe=-10.7, Synergy_HSA=-7.83. (4) Drug 1: C1=NC2=C(N=C(N=C2N1C3C(C(C(O3)CO)O)F)Cl)N. Drug 2: C1CN(CCN1C(=O)CCBr)C(=O)CCBr. Cell line: A498. Synergy scores: CSS=6.61, Synergy_ZIP=-4.08, Synergy_Bliss=-3.49, Synergy_Loewe=-2.50, Synergy_HSA=-2.11. (5) Drug 1: CC1C(C(CC(O1)OC2CC(CC3=C2C(=C4C(=C3O)C(=O)C5=C(C4=O)C(=CC=C5)OC)O)(C(=O)CO)O)N)O.Cl. Drug 2: C1=CC(=CC=C1CCC2=CNC3=C2C(=O)NC(=N3)N)C(=O)NC(CCC(=O)O)C(=O)O. Cell line: MDA-MB-435. Synergy scores: CSS=37.8, Synergy_ZIP=4.40, Synergy_Bliss=0.908, Synergy_Loewe=6.94, Synergy_HSA=7.82. (6) Drug 1: CC(C1=C(C=CC(=C1Cl)F)Cl)OC2=C(N=CC(=C2)C3=CN(N=C3)C4CCNCC4)N. Drug 2: C(CN)CNCCSP(=O)(O)O. Cell line: NCI-H522. Synergy scores: CSS=-7.39, Synergy_ZIP=-0.731, Synergy_Bliss=-8.90, Synergy_Loewe=-12.8, Synergy_HSA=-10.0. (7) Drug 1: CN1CCC(CC1)COC2=C(C=C3C(=C2)N=CN=C3NC4=C(C=C(C=C4)Br)F)OC. Drug 2: CC1=C(C(=O)C2=C(C1=O)N3CC4C(C3(C2COC(=O)N)OC)N4)N. Cell line: MDA-MB-231. Synergy scores: CSS=23.0, Synergy_ZIP=-1.55, Synergy_Bliss=1.33, Synergy_Loewe=-1.37, Synergy_HSA=3.28. (8) Drug 1: C1=CC(=CC=C1CC(C(=O)O)N)N(CCCl)CCCl.Cl. Drug 2: CNC(=O)C1=NC=CC(=C1)OC2=CC=C(C=C2)NC(=O)NC3=CC(=C(C=C3)Cl)C(F)(F)F. Cell line: 786-0. Synergy scores: CSS=30.9, Synergy_ZIP=-10.9, Synergy_Bliss=-6.89, Synergy_Loewe=-8.79, Synergy_HSA=-6.31. (9) Drug 1: COC1=C(C=C2C(=C1)N=CN=C2NC3=CC(=C(C=C3)F)Cl)OCCCN4CCOCC4. Drug 2: CC(C)CN1C=NC2=C1C3=CC=CC=C3N=C2N. Cell line: SK-OV-3. Synergy scores: CSS=36.5, Synergy_ZIP=-3.93, Synergy_Bliss=-0.662, Synergy_Loewe=-4.29, Synergy_HSA=-1.88.